This data is from Full USPTO retrosynthesis dataset with 1.9M reactions from patents (1976-2016). The task is: Predict the reactants needed to synthesize the given product. (1) Given the product [CH3:1][O:2][C:3]1[C:8]([C:13]2[C:21]3[C:20]([C:22]4[CH:27]=[CH:26][CH:25]=[CH:24][CH:23]=4)=[N:19][CH:18]=[N:17][C:16]=3[NH:15][CH:14]=2)=[CH:7][CH:6]=[CH:5][N:4]=1, predict the reactants needed to synthesize it. The reactants are: [CH3:1][O:2][C:3]1[C:8](B(O)O)=[CH:7][CH:6]=[CH:5][N:4]=1.I[C:13]1[C:21]2[C:20]([C:22]3[CH:27]=[CH:26][CH:25]=[CH:24][CH:23]=3)=[N:19][CH:18]=[N:17][C:16]=2[NH:15][CH:14]=1.C(=O)([O-])[O-].[Na+].[Na+]. (2) The reactants are: [Br:1][C:2]1[CH:7]=[CH:6][N:5]=[C:4]2[N:8]([S:12]([C:15]3[CH:20]=[CH:19][CH:18]=[CH:17][CH:16]=3)(=[O:14])=[O:13])[C:9](I)=[CH:10][C:3]=12.CC1(C)C(C)(C)OB([C:29]2[CH2:34][CH2:33][N:32]([C:35]([O:37][C:38]([CH3:41])([CH3:40])[CH3:39])=[O:36])[CH2:31][CH:30]=2)O1.C(=O)(O)[O-].[Na+]. Given the product [Br:1][C:2]1[CH:7]=[CH:6][N:5]=[C:4]2[N:8]([S:12]([C:15]3[CH:20]=[CH:19][CH:18]=[CH:17][CH:16]=3)(=[O:14])=[O:13])[C:9]([C:29]3[CH2:34][CH2:33][N:32]([C:35]([O:37][C:38]([CH3:41])([CH3:40])[CH3:39])=[O:36])[CH2:31][CH:30]=3)=[CH:10][C:3]=12, predict the reactants needed to synthesize it. (3) Given the product [OH:3][NH:2][C:11]([C:13]1[CH:14]=[CH:15][C:16]([NH:19][C:20]([C:22]2[CH:23]=[CH:24][C:25]3[O:30][CH2:29][CH2:28][N:27]([S:31]([C:34]4[CH:39]=[C:38]([Cl:1])[CH:37]=[CH:36][C:35]=4[O:41][CH3:42])(=[O:32])=[O:33])[C:26]=3[CH:43]=2)=[O:21])=[CH:17][CH:18]=1)=[NH:12], predict the reactants needed to synthesize it. The reactants are: [ClH:1].[NH2:2][OH:3].C(N(CC)CC)C.[C:11]([C:13]1[CH:18]=[CH:17][C:16]([NH:19][C:20]([C:22]2[CH:23]=[CH:24][C:25]3[O:30][CH2:29][CH2:28][N:27]([S:31]([C:34]4[CH:39]=[C:38](Cl)[CH:37]=[CH:36][C:35]=4[O:41][CH3:42])(=[O:33])=[O:32])[C:26]=3[CH:43]=2)=[O:21])=[CH:15][CH:14]=1)#[N:12].